The task is: Predict which catalyst facilitates the given reaction.. This data is from Catalyst prediction with 721,799 reactions and 888 catalyst types from USPTO. Reactant: Br[C:2]1[S:6][C:5]([N:7]2[CH2:12][CH2:11][CH:10]([O:13][C:14]3[CH:19]=[CH:18][CH:17]=[CH:16][C:15]=3[C:20]([F:23])([F:22])[F:21])[CH2:9][CH2:8]2)=[N:4][CH:3]=1.[C:24]([Cu])#[N:25]. Product: [F:21][C:20]([F:23])([F:22])[C:15]1[CH:16]=[CH:17][CH:18]=[CH:19][C:14]=1[O:13][CH:10]1[CH2:11][CH2:12][N:7]([C:5]2[S:6][C:2]([C:24]#[N:25])=[CH:3][N:4]=2)[CH2:8][CH2:9]1. The catalyst class is: 18.